This data is from Full USPTO retrosynthesis dataset with 1.9M reactions from patents (1976-2016). The task is: Predict the reactants needed to synthesize the given product. (1) Given the product [CH3:1][O:2][CH2:3][CH2:4][CH2:5][O:6][C:7]1[CH:12]=[CH:11][N:10]=[C:9]([CH2:13][S:14]([C:15]2[NH:16][C:17]3[CH:23]=[CH:22][CH:21]=[CH:20][C:18]=3[N:19]=2)=[O:25])[C:8]=1[CH3:24], predict the reactants needed to synthesize it. The reactants are: [CH3:1][O:2][CH2:3][CH2:4][CH2:5][O:6][C:7]1[CH:12]=[CH:11][N:10]=[C:9]([CH2:13][S:14][C:15]2[NH:19][C:18]3[CH:20]=[CH:21][CH:22]=[CH:23][C:17]=3[N:16]=2)[C:8]=1[CH3:24].[OH-:25].[Na+].O. (2) Given the product [NH:26]1[CH2:27][CH2:28][CH2:29][C@H:25]1[CH2:24][O:23][C:21]1[CH:22]=[C:17]([N:14]2[CH2:15][CH2:16][C@H:12]([CH2:11][CH2:10][CH2:9][OH:8])[CH2:13]2)[CH:18]=[N:19][CH:20]=1, predict the reactants needed to synthesize it. The reactants are: C([O:8][CH2:9][CH2:10][CH2:11][C@H:12]1[CH2:16][CH2:15][N:14]([C:17]2[CH:18]=[N:19][CH:20]=[C:21]([O:23][CH2:24][C@@H:25]3[CH2:29][CH2:28][CH2:27][N:26]3C(OC(C)(C)C)=O)[CH:22]=2)[CH2:13]1)C1C=CC=CC=1. (3) Given the product [OH:30][CH2:29][CH2:28][O:27]/[N:26]=[C:12](/[C:9]1[CH:10]=[CH:11][C:6]2[N:7]([C:3]([C:2]([F:25])([F:1])[C:15]3[CH:16]=[C:17]4[C:22](=[CH:23][CH:24]=3)[N:21]=[CH:20][CH:19]=[CH:18]4)=[N:4][N:5]=2)[N:8]=1)\[CH3:13], predict the reactants needed to synthesize it. The reactants are: [F:1][C:2]([F:25])([C:15]1[CH:16]=[C:17]2[C:22](=[CH:23][CH:24]=1)[N:21]=[CH:20][CH:19]=[CH:18]2)[C:3]1[N:7]2[N:8]=[C:9]([C:12](=O)[CH3:13])[CH:10]=[CH:11][C:6]2=[N:5][N:4]=1.[NH2:26][O:27][CH2:28][CH2:29][OH:30]. (4) Given the product [CH2:1]([O:3][C:4]([CH:6]1[N:11]([S:30]([C:27]2[CH:26]=[CH:25][C:24]([O:23][CH2:19][C:20]#[C:21][CH3:22])=[CH:29][CH:28]=2)(=[O:32])=[O:31])[CH2:10][CH2:9][N:8]([C:12]([O:14][C:15]([CH3:17])([CH3:16])[CH3:18])=[O:13])[CH2:7]1)=[O:5])[CH3:2], predict the reactants needed to synthesize it. The reactants are: [CH2:1]([O:3][C:4]([CH:6]1[NH:11][CH2:10][CH2:9][N:8]([C:12]([O:14][C:15]([CH3:18])([CH3:17])[CH3:16])=[O:13])[CH2:7]1)=[O:5])[CH3:2].[CH2:19]([O:23][C:24]1[CH:29]=[CH:28][C:27]([S:30](Cl)(=[O:32])=[O:31])=[CH:26][CH:25]=1)[C:20]#[C:21][CH3:22]. (5) Given the product [NH2:27][C@@:15]([C:3]1[CH:4]=[C:5]([C:9]2[CH:14]=[N:13][CH:12]=[N:11][CH:10]=2)[C:6]([F:8])=[CH:7][C:2]=1[F:1])([CH3:16])[CH2:17][C@H:18]([C:20]1[N:21]=[C:22]([CH3:26])[O:23][C:24]=1[CH3:25])[OH:19], predict the reactants needed to synthesize it. The reactants are: [F:1][C:2]1[CH:7]=[C:6]([F:8])[C:5]([C:9]2[CH:10]=[N:11][CH:12]=[N:13][CH:14]=2)=[CH:4][C:3]=1[C@@:15]([NH:27][S@@](C(C)(C)C)=O)([CH2:17][C@H:18]([C:20]1[N:21]=[C:22]([CH3:26])[O:23][C:24]=1[CH3:25])[OH:19])[CH3:16].Cl.O1CCOCC1.C(O)(C(F)(F)F)=O. (6) Given the product [F:45][C:40]1[CH:41]=[CH:42][CH:43]=[CH:44][C:39]=1[C:37]1[N:36]=[N:35][N:34]([C@H:33]2[C@@H:32]([OH:46])[C@@H:31]([CH2:50][OH:51])[O:30][C@@H:6]([S:7][C@@H:8]3[CH2:13][CH2:12][CH2:11][C@H:10]([N:14]4[CH:18]=[C:17]([C:19]5[CH:24]=[CH:23][CH:22]=[CH:21][C:20]=5[F:25])[N:16]=[N:15]4)[C@H:9]3[OH:26])[C@@H:5]2[OH:4])[CH:38]=1, predict the reactants needed to synthesize it. The reactants are: C([O:4][C@@H:5]1[C@@H:33]([N:34]2[CH:38]=[C:37]([C:39]3[CH:44]=[CH:43][CH:42]=[CH:41][C:40]=3[F:45])[N:36]=[N:35]2)[C@@H:32]([O:46]C(=O)C)[C@@H:31]([CH2:50][O:51]C(=O)C)[O:30][C@H:6]1[S:7][C@@H:8]1[CH2:13][CH2:12][CH2:11][C@H:10]([N:14]2[CH:18]=[C:17]([C:19]3[CH:24]=[CH:23][CH:22]=[CH:21][C:20]=3[F:25])[N:16]=[N:15]2)[C@H:9]1[O:26]C(=O)C)(=O)C. (7) Given the product [CH3:7][C:5]([O:8][C:9]1[CH:10]=[CH:11][C:12]([O:15][CH2:16][CH:17]([CH3:24])[CH2:18][O:19][C:34]2[CH:35]=[C:36]([C:39]([F:42])([F:41])[F:40])[CH:37]=[CH:38][C:33]=2[O:26][C:27]2[CH:28]=[CH:29][CH:30]=[CH:31][CH:32]=2)=[CH:13][CH:14]=1)([CH3:6])[C:4]([OH:3])=[O:25], predict the reactants needed to synthesize it. The reactants are: C([O:3][C:4](=[O:25])[C:5]([O:8][C:9]1[CH:14]=[CH:13][C:12]([O:15][CH2:16][CH:17]([CH3:24])[CH2:18][O:19]S(C)(=O)=O)=[CH:11][CH:10]=1)([CH3:7])[CH3:6])C.[O:26]([C:33]1[CH:38]=[CH:37][C:36]([C:39]([F:42])([F:41])[F:40])=[CH:35][C:34]=1O)[C:27]1[CH:32]=[CH:31][CH:30]=[CH:29][CH:28]=1. (8) Given the product [CH2:14]1[CH2:15][O:16][C:12]2([CH2:11][CH2:10][CH2:9][C:8]3[C:2]2([CH3:1])[CH2:3][CH2:4][C:5](=[O:6])[CH:7]=3)[O:13]1, predict the reactants needed to synthesize it. The reactants are: [CH3:1][C:2]12[C:12](=[O:13])[CH2:11][CH2:10][CH2:9][C:8]1=[CH:7][C:5](=[O:6])[CH2:4][CH2:3]2.[CH3:14][C:15]1(CC)OCC[O:16]1.C(O)CO. (9) Given the product [N:37]1([C:2]2[C:11]([O:12][CH2:13][C:14]([F:17])([F:16])[F:15])=[C:10]([Cl:18])[C:9]3[C:4](=[CH:5][CH:6]=[C:7]([C:19]([C:31]4[N:35]([CH3:36])[CH:34]=[N:33][CH:32]=4)([C:21]4[CH:22]=[N:23][C:24]([C:27]([F:28])([F:29])[F:30])=[CH:25][CH:26]=4)[OH:20])[CH:8]=3)[N:3]=2)[CH2:40][CH2:39][CH2:38]1, predict the reactants needed to synthesize it. The reactants are: Cl[C:2]1[C:11]([O:12][CH2:13][C:14]([F:17])([F:16])[F:15])=[C:10]([Cl:18])[C:9]2[C:4](=[CH:5][CH:6]=[C:7]([C:19]([C:31]3[N:35]([CH3:36])[CH:34]=[N:33][CH:32]=3)([C:21]3[CH:22]=[N:23][C:24]([C:27]([F:30])([F:29])[F:28])=[CH:25][CH:26]=3)[OH:20])[CH:8]=2)[N:3]=1.[NH:37]1[CH2:40][CH2:39][CH2:38]1. (10) Given the product [Br:1][C:2]1[CH:3]=[C:4]2[C:8](=[CH:9][CH:10]=1)[NH:7][C:6]([CH3:11])=[C:5]2[CH:12]=[C:17]([C:15]#[N:21])[C:18]#[N:19], predict the reactants needed to synthesize it. The reactants are: [Br:1][C:2]1[CH:3]=[C:4]2[C:8](=[CH:9][CH:10]=1)[NH:7][C:6]([CH3:11])=[C:5]2[CH:12]=O.C(#N)[CH:15]([CH2:17][C:18]#[N:19])O.[NH:21]1CCCCC1.